From a dataset of M1 muscarinic receptor antagonist screen with 61,756 compounds. Binary Classification. Given a drug SMILES string, predict its activity (active/inactive) in a high-throughput screening assay against a specified biological target. (1) The compound is S(=O)(=O)(NCCN1CCOCC1)c1c2c(c(OCCC)cc1)cccc2. The result is 0 (inactive). (2) The compound is s1c2c(CCC2)c2c1ncn(c2=O)C(C)C(OCC)=O. The result is 0 (inactive). (3) The result is 0 (inactive). The drug is S(=O)(=O)(N1C(CCC1)C(=O)Nc1cc(ccc1)C(F)(F)F)c1c2ncccc2ccc1. (4) The molecule is O=c1n(cnc2n(c3nc4c(nc3c12)cccc4)Cc1ccccc1)CC=C. The result is 0 (inactive). (5) The compound is O(C(=O)c1[nH]c2c(c1NC(=O)COC)cccc2)CC. The result is 0 (inactive).